This data is from Catalyst prediction with 721,799 reactions and 888 catalyst types from USPTO. The task is: Predict which catalyst facilitates the given reaction. (1) Reactant: [N+:1]([O-:4])(O)=[O:2].[F:5][C:6]1[CH:15]=[C:14]2[C:9]([C:10]([OH:16])=[CH:11][CH:12]=[N:13]2)=[CH:8][CH:7]=1. Product: [F:5][C:6]1[CH:15]=[C:14]2[C:9]([C:10]([OH:16])=[C:11]([N+:1]([O-:4])=[O:2])[CH:12]=[N:13]2)=[CH:8][CH:7]=1. The catalyst class is: 796. (2) Reactant: [F:1][C:2]1[CH:9]=[C:8]([CH:10]=O)[CH:7]=[CH:6][C:3]=1[C:4]#[N:5].[CH3:12][O:13][C:14]1[CH:15]=[C:16]([CH:18]=[CH:19][CH:20]=1)[NH2:17]. Product: [F:1][C:2]1[CH:9]=[C:8]([CH:10]=[N:17][C:16]2[CH:18]=[CH:19][CH:20]=[C:14]([O:13][CH3:12])[CH:15]=2)[CH:7]=[CH:6][C:3]=1[C:4]#[N:5]. The catalyst class is: 8. (3) Reactant: [Cl:1][C:2]1[C:7]([O:8][CH3:9])=[CH:6][CH:5]=[C:4]([Cl:10])[C:3]=1[NH:11][C:12](=O)[C:13]1[CH:18]=[C:17]([C:19]2[CH:24]=[CH:23][CH:22]=[C:21]([F:25])[CH:20]=2)[CH:16]=[CH:15][C:14]=1[F:26]. Product: [Cl:1][C:2]1[C:7]([O:8][CH3:9])=[CH:6][CH:5]=[C:4]([Cl:10])[C:3]=1[NH:11][CH2:12][C:13]1[CH:18]=[C:17]([C:19]2[CH:24]=[CH:23][CH:22]=[C:21]([F:25])[CH:20]=2)[CH:16]=[CH:15][C:14]=1[F:26]. The catalyst class is: 1. (4) Reactant: [NH2:1][C@@:2]([C@@H:13]1[CH2:17][CH2:16][NH:15][CH2:14]1)([CH2:6][CH2:7][CH2:8][CH2:9][B:10]([OH:12])[OH:11])[C:3]([OH:5])=[O:4].C(N(CC)CC)C.CN(C)C=O.[Cl:30][C:31]1[CH:36]=[CH:35][C:34]([N:37]=[C:38]=[S:39])=[CH:33][CH:32]=1. Product: [ClH:30].[ClH:30].[NH2:1][C:2]([C@H:13]1[CH2:17][CH2:16][N:15]([C:38](=[S:39])[NH:37][C:34]2[CH:35]=[CH:36][C:31]([Cl:30])=[CH:32][CH:33]=2)[CH2:14]1)([CH2:6][CH2:7][CH2:8][CH2:9][B:10]([OH:12])[OH:11])[C:3]([OH:5])=[O:4]. The catalyst class is: 33. (5) Reactant: [NH2:1][C:2]1[CH:7]=[CH:6][C:5]([C@@H:8]2[O:13][CH2:12][CH2:11][N:10]([C:14]([O:16][C:17]([CH3:20])([CH3:19])[CH3:18])=[O:15])[CH2:9]2)=[CH:4][CH:3]=1.Cl[C:22]1[CH:27]=[C:26]([C:28]([F:31])([F:30])[F:29])[N:25]=[CH:24][N:23]=1.C(N(C(C)C)CC)(C)C.O. Product: [F:29][C:28]([F:31])([F:30])[C:26]1[N:25]=[CH:24][N:23]=[C:22]([NH:1][C:2]2[CH:7]=[CH:6][C:5]([C@H:8]3[O:13][CH2:12][CH2:11][N:10]([C:14]([O:16][C:17]([CH3:20])([CH3:19])[CH3:18])=[O:15])[CH2:9]3)=[CH:4][CH:3]=2)[CH:27]=1. The catalyst class is: 44. (6) Reactant: [C:1]([O:5][C:6](=[O:32])[NH:7][C@@H:8]1[C@@H:13]([OH:14])[C@H:12]([CH2:15][C:16]2[CH:21]=[C:20]([O:22][CH2:23][C:24]([F:27])([F:26])[F:25])[C:19]([N+:28]([O-:30])=[O:29])=[C:18]([F:31])[CH:17]=2)[CH2:11]S[CH2:9]1)([CH3:4])([CH3:3])[CH3:2].O[O:34][S:35]([O-:37])=O.[K+].C1CCCCC1.CCOC(C)=O. Product: [C:1]([O:5][C:6](=[O:32])[NH:7][C@@H:8]1[C@@H:13]([OH:14])[C@H:12]([CH2:15][C:16]2[CH:21]=[C:20]([O:22][CH2:23][C:24]([F:27])([F:25])[F:26])[C:19]([N+:28]([O-:30])=[O:29])=[C:18]([F:31])[CH:17]=2)[CH2:11][S:35](=[O:37])(=[O:34])[CH2:9]1)([CH3:3])([CH3:4])[CH3:2]. The catalyst class is: 20. (7) Reactant: [Cl:1][C:2]1[CH:3]=[CH:4][C:5](F)=[C:6]([CH:9]=1)[C:7]#[N:8].[CH3:11][CH:12]([S-:14])[CH3:13].[Na+].Cl. Product: [Cl:1][C:2]1[CH:3]=[CH:4][C:5]([S:14][CH:12]([CH3:13])[CH3:11])=[C:6]([CH:9]=1)[C:7]#[N:8]. The catalyst class is: 9. (8) Reactant: Cl[C:2]1[CH:11]=[C:10]([CH2:12][CH2:13][CH3:14])[C:5]([C:6]([NH:8][CH3:9])=[O:7])=[CH:4][N:3]=1.[N:15]1([CH2:21][CH2:22][OH:23])[CH2:20][CH2:19][NH:18][CH2:17][CH2:16]1. Product: [OH:23][CH2:22][CH2:21][N:15]1[CH2:20][CH2:19][N:18]([C:2]2[CH:11]=[C:10]([CH2:12][CH2:13][CH3:14])[C:5]([C:6]([NH:8][CH3:9])=[O:7])=[CH:4][N:3]=2)[CH2:17][CH2:16]1. The catalyst class is: 7.